From a dataset of Reaction yield outcomes from USPTO patents with 853,638 reactions. Predict the reaction yield, written as a fraction of the theoretical maximum amount of product (1.0 means a 100% yield; for example, 0.34 means a 34% yield). (1) The reactants are [OH:1][CH2:2][C@@H:3]1[CH2:7][S:6][C:5]([C:8]2[NH:9][C:10]3[C:15]([CH:16]=2)=[CH:14][C:13]([O:17][CH2:18][CH2:19][O:20][CH3:21])=[CH:12][C:11]=3[N:22]([CH3:32])[S:23]([C:26]2[CH:31]=[CH:30][CH:29]=[CH:28][N:27]=2)(=[O:25])=[O:24])=[N:4]1.[CH3:33][S:34](Cl)(=[O:36])=[O:35].C(N(CC)CC)C. The catalyst is O1CCCC1. The product is [CH3:33][S:34]([O:1][CH2:2][C@@H:3]1[CH2:7][S:6][C:5]([C:8]2[NH:9][C:10]3[C:15]([CH:16]=2)=[CH:14][C:13]([O:17][CH2:18][CH2:19][O:20][CH3:21])=[CH:12][C:11]=3[N:22]([CH3:32])[S:23]([C:26]2[CH:31]=[CH:30][CH:29]=[CH:28][N:27]=2)(=[O:24])=[O:25])=[N:4]1)(=[O:36])=[O:35]. The yield is 0.770. (2) The reactants are [O:1]=[C:2]1[CH2:7][CH2:6][N:5]([C:8]2[CH:13]=[CH:12][C:11]([N+:14]([O-:16])=[O:15])=[CH:10][CH:9]=2)[CH2:4][CH2:3]1.C(N(CC)CC)C.[CH3:24][Si:25](Cl)([CH3:27])[CH3:26]. The catalyst is CN(C)C=O. The product is [CH3:24][Si:25]([CH3:27])([CH3:26])[O:1][CH:2]1[CH2:7][CH2:6][N:5]([C:8]2[CH:13]=[CH:12][C:11]([N+:14]([O-:16])=[O:15])=[CH:10][CH:9]=2)[CH2:4][CH2:3]1. The yield is 0.900.